This data is from Catalyst prediction with 721,799 reactions and 888 catalyst types from USPTO. The task is: Predict which catalyst facilitates the given reaction. (1) Reactant: B(F)(F)F.CCOCC.[F:10][C:11]([C:20]([F:23])([F:22])[F:21])([C:16]([F:19])([F:18])[F:17])[CH2:12][CH2:13][CH2:14][OH:15].[F:24][C:25]([C:38]([F:41])([F:40])[F:39])([C:34]([F:37])([F:36])[F:35])[CH2:26][CH2:27][CH2:28][O:29][CH2:30][CH:31]1[CH2:33][O:32]1. Product: [F:10][C:11]([C:20]([F:21])([F:22])[F:23])([C:16]([F:18])([F:17])[F:19])[CH2:12][CH2:13][CH2:14][O:15][CH2:33][CH:31]([OH:32])[CH2:30][O:29][CH2:28][CH2:27][CH2:26][C:25]([C:34]([F:35])([F:36])[F:37])([F:24])[C:38]([F:40])([F:41])[F:39]. The catalyst class is: 6. (2) Reactant: [C:1]1([O:7][C:8](Cl)=[O:9])[CH:6]=[CH:5][CH:4]=[CH:3][CH:2]=1.[N:11]1C=CC=CC=1. Product: [C:8](=[O:9])([O:7][C:1]1[CH:6]=[CH:5][CH:4]=[CH:3][CH:2]=1)[NH2:11]. The catalyst class is: 210. (3) Reactant: [NH2:1][C:2]1[S:3][C:4]([NH2:13])=[C:5]([C:10]([O-:12])=[O:11])[C:6]=1[C:7]([O-:9])=[O:8].[S:14]1[CH:18]=[CH:17][CH:16]=[C:15]1[CH:19]=O.[C:21](O)([C:23](F)(F)F)=O.[S:28]1[CH:32]=[CH:31][CH:30]=[C:29]1[C:33]1[S:37][C:36]([CH:38]=O)=[CH:35][CH:34]=1.[CH2:40](O)[CH3:41]. Product: [S:28]1[CH:32]=[CH:31][CH:30]=[C:29]1[C:33]1[S:37][C:36]([CH:38]=[N:1][C:2]2[S:3][C:4]([N:13]=[CH:19][C:15]3[S:14][CH:18]=[CH:17][CH:16]=3)=[C:5]([C:10]([O:12][CH2:21][CH3:23])=[O:11])[C:6]=2[C:7]([O:9][CH2:40][CH3:41])=[O:8])=[CH:35][CH:34]=1. The catalyst class is: 32.